Dataset: Catalyst prediction with 721,799 reactions and 888 catalyst types from USPTO. Task: Predict which catalyst facilitates the given reaction. (1) Reactant: C[O:2][C:3](=[O:17])[C:4]1[CH:9]=[CH:8][C:7]([CH3:10])=[C:6]([O:11][CH2:12][CH2:13][CH2:14][O:15][CH3:16])[CH:5]=1.[OH-].[Na+]. Product: [CH3:16][O:15][CH2:14][CH2:13][CH2:12][O:11][C:6]1[CH:5]=[C:4]([CH:9]=[CH:8][C:7]=1[CH3:10])[C:3]([OH:17])=[O:2]. The catalyst class is: 14. (2) Reactant: [C:1]([O:4][CH2:5][C@:6]12[O:13][C@:10]([C:14]3[CH:19]=[CH:18][C:17]([Cl:20])=[C:16]([CH2:21][C:22]4[CH:27]=[CH:26][C:25]([O:28][CH2:29][CH3:30])=[CH:24][CH:23]=4)[CH:15]=3)([O:11][CH2:12]1)[C@H:9]([O:31][CH2:32][C:33]1[CH:38]=[CH:37][CH:36]=[CH:35][CH:34]=1)[C@@H:8]([O:39][CH2:40][C:41]1[CH:46]=[CH:45][CH:44]=[CH:43][CH:42]=1)[C:7]2=[O:47])(=[O:3])[CH3:2].[BH4-].[Na+]. Product: [C:1]([O:4][CH2:5][C@:6]12[O:13][C@:10]([C:14]3[CH:19]=[CH:18][C:17]([Cl:20])=[C:16]([CH2:21][C:22]4[CH:27]=[CH:26][C:25]([O:28][CH2:29][CH3:30])=[CH:24][CH:23]=4)[CH:15]=3)([O:11][CH2:12]1)[C@H:9]([O:31][CH2:32][C:33]1[CH:34]=[CH:35][CH:36]=[CH:37][CH:38]=1)[C@@H:8]([O:39][CH2:40][C:41]1[CH:46]=[CH:45][CH:44]=[CH:43][CH:42]=1)[C@H:7]2[OH:47])(=[O:3])[CH3:2]. The catalyst class is: 111. (3) Reactant: [NH2:1][C:2]1[CH:18]=[CH:17][C:5]([CH2:6][NH:7][C:8](=[O:16])[NH:9][CH2:10][C:11]([O:13]CC)=[O:12])=[CH:4]C=1C.[Li+].[OH-:21]. Product: [C:5]([O:21][C:8]([NH:7][C:2]1[N:1]=[CH:4][C:5]([CH2:6][NH:7][C:8](=[O:16])[NH:9][CH2:10][C:11]([OH:13])=[O:12])=[CH:17][CH:18]=1)=[O:16])([CH3:17])([CH3:6])[CH3:4]. The catalyst class is: 24. (4) Product: [OH:25][CH2:26][C@H:24]1[N:27]2[C:7]3[N:8]([C:9](=[O:22])[CH2:10][N:11]([C:12]([O:14][CH2:15][C:16]4[CH:17]=[CH:18][CH:19]=[CH:20][CH:21]=4)=[O:13])[C:6]=3[CH:5]=[CH:4][C:3]2=[O:2])[CH2:23]1. Reactant: C[O:2][C:3]1[CH:4]=[CH:5][C:6]2[N:11]([C:12]([O:14][CH2:15][C:16]3[CH:21]=[CH:20][CH:19]=[CH:18][CH:17]=3)=[O:13])[CH2:10][C:9](=[O:22])[N:8]([CH2:23][C@@H:24]3[CH2:26][O:25]3)[C:7]=2[N:27]=1. The catalyst class is: 3. (5) Reactant: C(=O)([O-])O.[K+].[I:6][C:7]1[CH:8]=[C:9]([C:14](=[NH:16])[NH2:15])[CH:10]=[CH:11][C:12]=1[CH3:13].Cl[CH2:18][C:19](=O)[CH3:20]. Product: [I:6][C:7]1[CH:8]=[C:9]([C:14]2[NH:15][C:19]([CH3:20])=[CH:18][N:16]=2)[CH:10]=[CH:11][C:12]=1[CH3:13]. The catalyst class is: 30.